Task: Predict the reaction yield, written as a fraction of the theoretical maximum amount of product (1.0 means a 100% yield; for example, 0.34 means a 34% yield).. Dataset: Reaction yield outcomes from USPTO patents with 853,638 reactions (1) The reactants are [CH3:1][O:2][C:3]([NH:5][C@H:6]([C:10]([N:12]1[CH2:16][C@@H:15]([CH3:17])[CH2:14][C@H:13]1[C:18]1[NH:22][C:21]2[C:23]3[C:28]([CH:29]=[CH:30][C:20]=2[N:19]=1)=[CH:27][C:26]1[C:31]2[C:36]([CH2:37][O:38][C:25]=1[CH:24]=3)=[CH:35][C:34]([C:39]1[NH:43][C:42]([C@@H:44]3[CH2:48][CH2:47][CH2:46][N:45]3C(OC(C)(C)C)=O)=[N:41][CH:40]=1)=[CH:33][CH:32]=2)=[O:11])[CH:7]([CH3:9])[CH3:8])=[O:4].Cl.[CH3:57][O:58][C:59]([NH:61][C@H:62]([C:66]1[CH:71]=[CH:70][CH:69]=[CH:68][CH:67]=1)[C:63]([OH:65])=O)=[O:60].C[CH2:73][O:74]C(C(C#N)=NOC(N1CCOCC1)=[N+](C)C)=O.F[P-](F)(F)(F)(F)F.C(N(C(C)C)CC)(C)C. The catalyst is CN(C=O)C.C(OCC)(=O)C.C(O)C. The product is [CH3:1][O:2][C:3]([NH:5][C@@H:6]([CH:7]([CH3:9])[CH3:8])[C:10]([N:12]1[CH2:16][C@@H:15]([CH2:17][O:74][CH3:73])[CH2:14][C@H:13]1[C:18]1[NH:22][C:21]2[C:23]3[C:28]([CH:29]=[CH:30][C:20]=2[N:19]=1)=[CH:27][C:26]1[C:31]2[C:36]([CH2:37][O:38][C:25]=1[CH:24]=3)=[CH:35][C:34]([C:39]1[NH:43][C:42]([C@@H:44]3[CH2:48][CH2:47][CH2:46][N:45]3[C:63](=[O:65])[C@H:62]([NH:61][C:59](=[O:60])[O:58][CH3:57])[C:66]3[CH:71]=[CH:70][CH:69]=[CH:68][CH:67]=3)=[N:41][CH:40]=1)=[CH:33][CH:32]=2)=[O:11])=[O:4]. The yield is 0.390. (2) The yield is 0.930. The product is [I:21][C:6]1[C:7]2[S:11][C:10]([NH:12][C:13]([C:15]3[S:16][C:17]([CH3:20])=[CH:18][CH:19]=3)=[O:14])=[N:9][C:8]=2[C:3]([O:2][CH3:1])=[CH:4][CH:5]=1. The reactants are [CH3:1][O:2][C:3]1[C:8]2[N:9]=[C:10]([NH:12][C:13]([C:15]3[S:16][C:17]([CH3:20])=[CH:18][CH:19]=3)=[O:14])[S:11][C:7]=2[CH:6]=[CH:5][CH:4]=1.[I:21]Cl.C([O-])(=O)C.[Na+].COC(=O)NC1SC2C=CC=C(OC)C=2N=1. The catalyst is C(O)(=O)C. (3) The reactants are [CH3:1][C:2]1[NH:3][C:4]2[C:9]([CH:10]=1)=[CH:8][CH:7]=[CH:6][CH:5]=2.[Br:11]Br. The catalyst is S(=O)(=O)(O)O.[O-]S([O-])(=O)=O.[Ag+].[Ag+]. The product is [Br:11][C:7]1[CH:8]=[C:9]2[C:4](=[CH:5][CH:6]=1)[NH:3][C:2]([CH3:1])=[CH:10]2. The yield is 0.590. (4) The reactants are Cl.[Br:2][C:3]1[C:21]([CH3:22])=[CH:20][C:6]([O:7][C@H:8]2[CH2:12][CH2:11][N:10]([CH:13]3[CH2:18][CH2:17][NH:16][CH2:15][CH2:14]3)[C:9]2=[O:19])=[C:5]([F:23])[CH:4]=1.C(N(C(C)C)C(C)C)C.Cl[C:34]1[N:39]=[CH:38][C:37]([CH2:40][CH3:41])=[CH:36][N:35]=1.O. The catalyst is CS(C)=O. The product is [Br:2][C:3]1[C:21]([CH3:22])=[CH:20][C:6]([O:7][C@H:8]2[CH2:12][CH2:11][N:10]([CH:13]3[CH2:18][CH2:17][N:16]([C:34]4[N:39]=[CH:38][C:37]([CH2:40][CH3:41])=[CH:36][N:35]=4)[CH2:15][CH2:14]3)[C:9]2=[O:19])=[C:5]([F:23])[CH:4]=1. The yield is 0.598. (5) The reactants are [C:1]1([N:7]2[CH2:12][CH2:11][N:10]([C:13]3[N:14]=[C:15](O)[C:16]4[S:21][CH2:20][CH2:19][C:17]=4[N:18]=3)[CH2:9][CH2:8]2)[CH:6]=[CH:5][CH:4]=[CH:3][CH:2]=1.P(Cl)(Cl)([Cl:25])=O. No catalyst specified. The product is [Cl:25][C:15]1[C:16]2[S:21][CH2:20][CH2:19][C:17]=2[N:18]=[C:13]([N:10]2[CH2:11][CH2:12][N:7]([C:1]3[CH:6]=[CH:5][CH:4]=[CH:3][CH:2]=3)[CH2:8][CH2:9]2)[N:14]=1. The yield is 1.00. (6) The reactants are Br[C:2]1[CH:3]=[C:4]2[C:28](=[CH:29][CH:30]=1)[C:8]1[NH:9][C:10]([C@@H:12]3[CH2:16][CH2:15][CH2:14][N:13]3[C:17](=[O:27])[C@@H:18]([NH:22][C:23](=[O:26])[O:24][CH3:25])[CH:19]([CH3:21])[CH3:20])=[N:11][C:7]=1[CH:6]=[CH:5]2.[B:31]1([B:31]2[O:35][C:34]([CH3:37])([CH3:36])[C:33]([CH3:39])([CH3:38])[O:32]2)[O:35][C:34]([CH3:37])([CH3:36])[C:33]([CH3:39])([CH3:38])[O:32]1.CC([O-])=O.[K+]. The catalyst is O1CCOCC1.C1C=CC(P(C2C=CC=CC=2)[C-]2C=CC=C2)=CC=1.C1C=CC(P(C2C=CC=CC=2)[C-]2C=CC=C2)=CC=1.Cl[Pd]Cl.[Fe+2]. The product is [CH3:21][CH:19]([CH3:20])[C@H:18]([NH:22][C:23](=[O:26])[O:24][CH3:25])[C:17](=[O:27])[N:13]1[CH2:14][CH2:15][CH2:16][C@H:12]1[C:10]1[NH:9][C:8]2[C:28]3[C:4]([CH:5]=[CH:6][C:7]=2[N:11]=1)=[CH:3][C:2]([B:31]1[O:35][C:34]([CH3:37])([CH3:36])[C:33]([CH3:39])([CH3:38])[O:32]1)=[CH:30][CH:29]=3. The yield is 0.650.